Dataset: CYP2C9 inhibition data for predicting drug metabolism from PubChem BioAssay. Task: Regression/Classification. Given a drug SMILES string, predict its absorption, distribution, metabolism, or excretion properties. Task type varies by dataset: regression for continuous measurements (e.g., permeability, clearance, half-life) or binary classification for categorical outcomes (e.g., BBB penetration, CYP inhibition). Dataset: cyp2c9_veith. (1) The compound is C[C@@H](SCc1ccccc1)C(=O)O. The result is 0 (non-inhibitor). (2) The drug is CCC(=O)Nc1ccc2c(c1)C(=O)c1ccccc1C2=O. The result is 1 (inhibitor). (3) The compound is CCc1cccc(-n2cc(C3CCN(C(=O)OC(C)(C)C)CC3)c(C(=O)Nc3ccc(F)cc3)n2)c1. The result is 1 (inhibitor). (4) The molecule is CCS(=O)(=O)NCC(c1cccnc1)N1CCN(c2ccccc2F)CC1. The result is 0 (non-inhibitor). (5) The molecule is CO[C@H]1COC(=O)[C@H](C)NC(=O)C/C=C\[C@@H](C)[C@@H](NS(=O)(=O)c2ccc(C)cc2)COC(=O)C/C=C\[C@@H]1C. The result is 0 (non-inhibitor). (6) The compound is Clc1ccc2c(c1)C1=C(C(c3ccncc3)O2)C(c2ccc(Br)cc2)n2ncnc2N1. The result is 1 (inhibitor).